From a dataset of Full USPTO retrosynthesis dataset with 1.9M reactions from patents (1976-2016). Predict the reactants needed to synthesize the given product. (1) Given the product [Cl:10][C:3]1[N:4]=[C:5]([CH3:9])[N:6]=[C:7]([NH:12][CH:13]2[CH2:18][CH2:17][O:16][CH2:15][CH2:14]2)[C:2]=1[NH2:1], predict the reactants needed to synthesize it. The reactants are: [NH2:1][C:2]1[C:3]([Cl:10])=[N:4][C:5]([CH3:9])=[N:6][C:7]=1Cl.Cl.[NH2:12][CH:13]1[CH2:18][CH2:17][O:16][CH2:15][CH2:14]1.C(N(C(C)C)CC)(C)C. (2) Given the product [Cl:21][C:22]1[C:31]([C:32]([F:33])([F:34])[F:35])=[CH:30][CH:29]=[CH:28][C:23]=1[C:18]1[N:14]2[CH2:13][CH2:12][N:11]3[C:7]([C:2]4[CH:3]=[N:4][CH:5]=[CH:6][N:1]=4)=[N:8][N:9]=[C:10]3[C:15]2=[N:16][N:17]=1, predict the reactants needed to synthesize it. The reactants are: [N:1]1[CH:6]=[CH:5][N:4]=[CH:3][C:2]=1[C:7]1[N:11]2[CH2:12][CH2:13][N:14]=[C:15]([N:16]3C=N[CH:18]=[N:17]3)[C:10]2=[N:9][N:8]=1.[Cl:21][C:22]1[C:31]([C:32]([F:35])([F:34])[F:33])=[CH:30][CH:29]=[CH:28][C:23]=1C(NN)=O.O.C1(C)C=CC(S(O)(=O)=O)=CC=1.C([O-])(O)=O.[Na+]. (3) Given the product [Cl:1][C:2]1[CH:3]=[C:4]([CH:5]=[CH:6][C:7]=1[Cl:8])[CH2:9][C:10]1[O:11][C:14]([CH2:15][O:16][C:17]2[CH:18]=[C:19]3[C:24](=[CH:25][CH:26]=2)[NH:23][C:22](=[O:27])[CH:21]=[CH:20]3)=[N:13][N:12]=1, predict the reactants needed to synthesize it. The reactants are: [Cl:1][C:2]1[CH:3]=[C:4]([CH2:9][C:10]([NH:12][NH:13][C:14](=O)[CH2:15][O:16][C:17]2[CH:18]=[C:19]3[C:24](=[CH:25][CH:26]=2)[NH:23][C:22](=[O:27])[CH:21]=[CH:20]3)=[O:11])[CH:5]=[CH:6][C:7]=1[Cl:8].S(Cl)(C1C=CC(C)=CC=1)(=O)=O.